The task is: Predict the reaction yield, written as a fraction of the theoretical maximum amount of product (1.0 means a 100% yield; for example, 0.34 means a 34% yield).. This data is from Reaction yield outcomes from USPTO patents with 853,638 reactions. (1) The reactants are [OH:1][C:2]1[CH:7]=[CH:6][C:5](B(O)O)=[C:4]([CH3:11])[CH:3]=1.I[C:13]1[C:21]2[C:16](=[N:17][CH:18]=[N:19][C:20]=2[NH2:22])[N:15]([CH:23]([CH3:25])[CH3:24])[N:14]=1.C([O-])([O-])=O.[Na+].[Na+]. The product is [NH2:22][C:20]1[N:19]=[CH:18][N:17]=[C:16]2[N:15]([CH:23]([CH3:25])[CH3:24])[N:14]=[C:13]([C:5]3[CH:6]=[CH:7][C:2]([OH:1])=[CH:3][C:4]=3[CH3:11])[C:21]=12. The yield is 0.220. The catalyst is CCO.COCCOC.C1C=CC([P]([Pd]([P](C2C=CC=CC=2)(C2C=CC=CC=2)C2C=CC=CC=2)([P](C2C=CC=CC=2)(C2C=CC=CC=2)C2C=CC=CC=2)[P](C2C=CC=CC=2)(C2C=CC=CC=2)C2C=CC=CC=2)(C2C=CC=CC=2)C2C=CC=CC=2)=CC=1. (2) The reactants are [CH3:1][C:2]([C:7]1[CH:12]=[CH:11][CH:10]=[CH:9][CH:8]=1)([CH3:6])[C:3]([OH:5])=[O:4]. The catalyst is [Rh].C(O)(=O)C. The product is [CH:7]1([C:2]([CH3:6])([CH3:1])[C:3]([OH:5])=[O:4])[CH2:12][CH2:11][CH2:10][CH2:9][CH2:8]1. The yield is 0.950. (3) The reactants are Br[CH:2]1[C:8](=[O:9])[CH:7](Br)[CH:6]2[N:11]([S:12]([C:15]3[CH:20]=[CH:19][C:18]([C:21]([F:24])([F:23])[F:22])=[CH:17][CH:16]=3)(=[O:14])=[O:13])[CH:3]1[CH:4]=[C:5]2[CH:25]1[CH2:27][CH2:26]1.[NH4+].[Cl-]. The catalyst is [Cu].[Zn]. The product is [CH:25]1([C:5]2[CH:6]3[N:11]([S:12]([C:15]4[CH:16]=[CH:17][C:18]([C:21]([F:24])([F:22])[F:23])=[CH:19][CH:20]=4)(=[O:14])=[O:13])[CH:3]([CH:4]=2)[CH2:2][C:8](=[O:9])[CH2:7]3)[CH2:26][CH2:27]1. The yield is 0.730.